This data is from M1 muscarinic receptor antagonist screen with 61,756 compounds. The task is: Binary Classification. Given a drug SMILES string, predict its activity (active/inactive) in a high-throughput screening assay against a specified biological target. (1) The molecule is S(=O)(=O)(N1CCCC1)c1ccc(cc1)C(=O)C(c1scc(n1)C)C#N. The result is 0 (inactive). (2) The drug is s1cc(nc1C)CCNC(=O)COc1ccccc1. The result is 0 (inactive). (3) The molecule is s1c(nn2c(nnc12)c1cc(OCC)ccc1)c1cc(OC)c(OC)c(OC)c1. The result is 0 (inactive). (4) The drug is Clc1ccc(n2c(SCC(=O)NCC3OCCC3)nc3CCSc3c2=O)cc1. The result is 0 (inactive). (5) The molecule is S(=O)(=O)(N1CCC2(OCCO2)CC1)N1CCC(CC1)C(=O)NCCOC. The result is 0 (inactive). (6) The result is 0 (inactive). The molecule is O=c1[nH]c2c(c(CN(C(=O)c3ccccc3)C)c1)cccc2.